From a dataset of Catalyst prediction with 721,799 reactions and 888 catalyst types from USPTO. Predict which catalyst facilitates the given reaction. (1) Reactant: [N+:1]([C:4]1[CH:5]=[C:6]([NH2:11])[C:7]([NH2:10])=[N:8][CH:9]=1)([O-:3])=[O:2].[OH-].[Na+].[CH:14](O)=O. Product: [N+:1]([C:4]1[CH:5]=[C:6]2[N:11]=[CH:14][NH:10][C:7]2=[N:8][CH:9]=1)([O-:3])=[O:2]. The catalyst class is: 6. (2) Reactant: [NH:1]1[CH2:4][CH:3]([CH2:5][C:6]2[N:7]([C:12]3[CH:17]=[CH:16][C:15]([C:18]4[CH:27]=[C:26]5[C:21]([CH:22]=[CH:23][CH:24]=[N:25]5)=[CH:20][CH:19]=4)=[CH:14][C:13]=3[F:28])[C:8](=[O:11])[NH:9][N:10]=2)[CH2:2]1.[CH3:29][C:30]1([C:33](O)=[O:34])[CH2:32][CH2:31]1.Cl.CN(C)CCCN=C=NCC.C(N(CC)C(C)C)(C)C.N1(O)C2C=CC=CC=2N=N1. Product: [F:28][C:13]1[CH:14]=[C:15]([C:18]2[CH:27]=[C:26]3[C:21]([CH:22]=[CH:23][CH:24]=[N:25]3)=[CH:20][CH:19]=2)[CH:16]=[CH:17][C:12]=1[N:7]1[C:6]([CH2:5][CH:3]2[CH2:4][N:1]([C:33]([C:30]3([CH3:29])[CH2:32][CH2:31]3)=[O:34])[CH2:2]2)=[N:10][NH:9][C:8]1=[O:11]. The catalyst class is: 9.